This data is from M1 muscarinic receptor antagonist screen with 61,756 compounds. The task is: Binary Classification. Given a drug SMILES string, predict its activity (active/inactive) in a high-throughput screening assay against a specified biological target. (1) The drug is S(=O)(=O)(N1CCC(CC1)C(=O)NCCN1CCN(CC1)c1ccc(OC)cc1)c1sccc1. The result is 0 (inactive). (2) The drug is Clc1cc(Cn2c3c(CCC3)c(=N)c3c2CCCC3)ccc1Cl. The result is 1 (active). (3) The compound is S(CCn1c(N2CCN(CC2)C)nc2n(c(=O)[nH]c(=O)c12)C)c1nc(ccn1)C. The result is 0 (inactive).